From a dataset of HIV replication inhibition screening data with 41,000+ compounds from the AIDS Antiviral Screen. Binary Classification. Given a drug SMILES string, predict its activity (active/inactive) in a high-throughput screening assay against a specified biological target. The molecule is OC(c1cccnc1)C(F)(F)c1nc2ccccc2o1. The result is 0 (inactive).